From a dataset of TCR-epitope binding with 47,182 pairs between 192 epitopes and 23,139 TCRs. Binary Classification. Given a T-cell receptor sequence (or CDR3 region) and an epitope sequence, predict whether binding occurs between them. (1) The epitope is FLPRVFSAV. The TCR CDR3 sequence is CASAPTSEETQYF. Result: 1 (the TCR binds to the epitope). (2) The epitope is DPFRLLQNSQVFS. The TCR CDR3 sequence is CASSPGASGVYEQYF. Result: 0 (the TCR does not bind to the epitope). (3) The epitope is KAFSPEVIPMF. The TCR CDR3 sequence is CASSLTNYEQYF. Result: 0 (the TCR does not bind to the epitope).